From a dataset of Plasma protein binding rate (PPBR) regression data from AstraZeneca. Regression/Classification. Given a drug SMILES string, predict its absorption, distribution, metabolism, or excretion properties. Task type varies by dataset: regression for continuous measurements (e.g., permeability, clearance, half-life) or binary classification for categorical outcomes (e.g., BBB penetration, CYP inhibition). For this dataset (ppbr_az), we predict Y. (1) The drug is O=C(c1cccc(N2Cc3cccc(Cl)c3C2=O)c1)N1CCC2(CC1)CCN(c1ccncc1)CC2. The Y is 99.0 %. (2) The molecule is Cc1c[nH]c(-c2cnc(NCCNc3ccc(C#N)cn3)nc2-c2ccc(Cl)cc2Cl)n1. The Y is 98.1 %. (3) The molecule is COCCOc1cc2ncc(C(N)=O)c(Nc3cc(C)ccc3F)c2cc1N1CCN(C)CC1. The Y is 83.7 %. (4) The drug is COc1cc(Nc2nc3c(c(Cc4ccccc4)n2)CN(CCO)CC3)ccc1-n1cnc(C)c1. The Y is 98.1 %. (5) The compound is Nc1ncnc2c1c(COc1cccc(Cl)c1)nn2C1CCOCC1. The Y is 95.2 %. (6) The molecule is O=C(O)c1cn(Cc2ccccc2)c2ccccc12. The Y is 98.1 %. (7) The compound is O=C1COc2nccc(-c3ccccc3F)c2CN1Cc1cc(C(F)(F)F)cc(C(F)(F)F)c1. The Y is 99.4 %.